Dataset: Reaction yield outcomes from USPTO patents with 853,638 reactions. Task: Predict the reaction yield, written as a fraction of the theoretical maximum amount of product (1.0 means a 100% yield; for example, 0.34 means a 34% yield). (1) The reactants are Br[C:2]1[CH:17]=[CH:16][C:5]2[N:6]=[C:7]([C:9]3[CH:14]=[CH:13][CH:12]=[CH:11][C:10]=3[OH:15])[S:8][C:4]=2[CH:3]=1.[C:18]1(B(O)O)[CH:23]=[CH:22][CH:21]=[CH:20][CH:19]=1.C([O-])([O-])=O.[K+].[K+]. The catalyst is COCCOC.O.C1C=CC([P]([Pd]([P](C2C=CC=CC=2)(C2C=CC=CC=2)C2C=CC=CC=2)([P](C2C=CC=CC=2)(C2C=CC=CC=2)C2C=CC=CC=2)[P](C2C=CC=CC=2)(C2C=CC=CC=2)C2C=CC=CC=2)(C2C=CC=CC=2)C2C=CC=CC=2)=CC=1. The product is [C:18]1([C:2]2[CH:17]=[CH:16][C:5]3[N:6]=[C:7]([C:9]4[CH:14]=[CH:13][CH:12]=[CH:11][C:10]=4[OH:15])[S:8][C:4]=3[CH:3]=2)[CH:23]=[CH:22][CH:21]=[CH:20][CH:19]=1. The yield is 0.830. (2) The reactants are Cl[C:2]1[C:7]([C:8]#[N:9])=[CH:6][N:5]=[C:4]([S:10][CH3:11])[N:3]=1.[NH2:12][C@@H:13]1[CH2:18][CH2:17][C@H:16]([OH:19])[C:15]([CH3:21])([CH3:20])[CH2:14]1.CCN(C(C)C)C(C)C. The catalyst is C(O)(C)C. The product is [OH:19][C@H:16]1[CH2:17][CH2:18][C@@H:13]([NH:12][C:2]2[C:7]([C:8]#[N:9])=[CH:6][N:5]=[C:4]([S:10][CH3:11])[N:3]=2)[CH2:14][C:15]1([CH3:21])[CH3:20]. The yield is 0.720. (3) The product is [CH2:1]1[CH:10]2[N:5]([CH2:6][CH2:7][CH2:8][CH2:9]2)[CH2:4][CH:3]([CH2:11][OH:12])[CH2:2]1. The reactants are [CH2:1]1[CH:10]2[N:5]([CH2:6][CH2:7][CH2:8][CH2:9]2)[CH2:4][CH:3]([C:11](OCC)=[O:12])[CH2:2]1.[H-].[Al+3].[Li+].[H-].[H-].[H-].C(OCC)(=O)C.[OH-].[Na+]. The catalyst is O1CCCC1.O. The yield is 0.880. (4) The reactants are [OH:1][C@@:2]1([C:9]#[C:10][C:11]2[CH:12]=[C:13]([C:17]3[N:22]=[C:21]([C:23](OC)=[O:24])[CH:20]=[C:19]([N:27]4[C:31]([CH3:32])=[CH:30][CH:29]=[N:28]4)[CH:18]=3)[CH:14]=[CH:15][CH:16]=2)[CH2:6][CH2:5][N:4]([CH3:7])[C:3]1=[O:8].[NH3:33]. No catalyst specified. The product is [OH:1][C@@:2]1([C:9]#[C:10][C:11]2[CH:12]=[C:13]([C:17]3[N:22]=[C:21]([C:23]([NH2:33])=[O:24])[CH:20]=[C:19]([N:27]4[C:31]([CH3:32])=[CH:30][CH:29]=[N:28]4)[CH:18]=3)[CH:14]=[CH:15][CH:16]=2)[CH2:6][CH2:5][N:4]([CH3:7])[C:3]1=[O:8]. The yield is 0.120. (5) The yield is 0.890. The reactants are Cl[CH2:2][C:3]1[O:4][C:5]([C:8]2[CH:13]=[CH:12][C:11]([N+:14]([O-])=O)=[C:10]([O:17][CH3:18])[CH:9]=2)=[N:6][N:7]=1.[CH3:19][NH:20][CH3:21].C([O-])(O)=O.[Na+]. The catalyst is O1CCOCC1. The product is [CH3:19][N:20]([CH2:2][C:3]1[O:4][C:5]([C:8]2[CH:13]=[CH:12][C:11]([NH2:14])=[C:10]([O:17][CH3:18])[CH:9]=2)=[N:6][N:7]=1)[CH3:21].